Dataset: Reaction yield outcomes from USPTO patents with 853,638 reactions. Task: Predict the reaction yield, written as a fraction of the theoretical maximum amount of product (1.0 means a 100% yield; for example, 0.34 means a 34% yield). The reactants are [H-].[Na+].C(OCC)=O.[CH:8]1([CH2:11][O:12][CH2:13][C:14]([O:16]CC)=O)[CH2:10][CH2:9]1.S(O)(O)(=O)=O.[CH3:24][S:25][C:26](=[NH:28])[NH2:27].[CH3:29]SC(=N)N.[O-]CC.[Na+]. The catalyst is C1COCC1.CCO.C(O)(=O)C. The product is [CH:8]1([CH2:11][O:12][C:13]2[C:14]([OH:16])=[N:28][C:26]([S:25][CH3:24])=[N:27][CH:29]=2)[CH2:10][CH2:9]1. The yield is 0.177.